Dataset: Full USPTO retrosynthesis dataset with 1.9M reactions from patents (1976-2016). Task: Predict the reactants needed to synthesize the given product. (1) Given the product [CH3:1][O:2][C:3]1[C:18]([O:19][CH3:20])=[CH:17][C:6]2[CH2:7][C:8](=[O:16])[N:9]([CH2:12][CH2:13][CH2:14][NH:22][CH3:21])[CH2:10][CH2:11][C:5]=2[CH:4]=1, predict the reactants needed to synthesize it. The reactants are: [CH3:1][O:2][C:3]1[C:18]([O:19][CH3:20])=[CH:17][C:6]2[CH2:7][C:8](=[O:16])[N:9]([CH2:12][CH2:13][CH:14]=O)[CH2:10][CH2:11][C:5]=2[CH:4]=1.[CH3:21][NH2:22].[BH4-].[Na+]. (2) Given the product [F:33][C:34]1[CH:42]=[CH:41][CH:40]=[C:39]([N:43]2[N:47]=[CH:46][CH:45]=[N:44]2)[C:35]=1[C:36]([N:14]1[CH2:13][CH2:12][C@@H:11]2[C@@H:16]([N:9]([C:5]3[C:4]([CH3:17])=[N:3][CH:2]=[CH:7][N:6]=3)[CH2:10]2)[CH2:15]1)=[O:37], predict the reactants needed to synthesize it. The reactants are: C[C:2]1[N:3]=[CH:4][C:5]([N:9]2[C@@H:16]3[C@@H:11]([CH2:12][CH2:13][NH:14][CH2:15]3)[CH2:10]2)=[N:6][C:7]=1C.[CH3:17]C1C=C(C)N=C(N2[C@@H]3[C@@H](CCNC3)C2)N=1.[F:33][C:34]1[CH:42]=[CH:41][CH:40]=[C:39]([N:43]2[N:47]=[CH:46][CH:45]=[N:44]2)[C:35]=1[C:36](O)=[O:37].S1C=CC=C1C1C=CC=CC=1C(O)=O. (3) Given the product [Cl:39][C:40]1[CH:41]=[C:42]([NH:46][C:47]2[CH:55]=[CH:54][C:50]([C:51]([NH:30][CH2:31][C:32]3[CH:37]=[CH:36][N:35]=[CH:34][CH:33]=3)=[O:52])=[C:49]([C:56]([F:58])([F:57])[F:59])[N:48]=2)[CH:43]=[CH:44][CH:45]=1, predict the reactants needed to synthesize it. The reactants are: CN1CCOCC1.ON1C2C=CC=CC=2N=N1.CCN=C=NCCCN(C)C.Cl.[NH2:30][CH2:31][C:32]1[CH:37]=[CH:36][N:35]=[CH:34][CH:33]=1.Cl.[Cl:39][C:40]1[CH:41]=[C:42]([NH:46][C:47]2[CH:55]=[CH:54][C:50]([C:51](O)=[O:52])=[C:49]([C:56]([F:59])([F:58])[F:57])[N:48]=2)[CH:43]=[CH:44][CH:45]=1. (4) Given the product [F:10][C:11]([F:31])([F:32])[O:12][C:13]1[CH:14]=[CH:15][C:16]([C:19]2[CH:24]=[CH:23][C:22](/[CH:25]=[CH:26]/[CH2:27][OH:28])=[CH:21][CH:20]=2)=[CH:17][CH:18]=1, predict the reactants needed to synthesize it. The reactants are: CC(C[AlH]CC(C)C)C.[F:10][C:11]([F:32])([F:31])[O:12][C:13]1[CH:18]=[CH:17][C:16]([C:19]2[CH:24]=[CH:23][C:22](/[CH:25]=[CH:26]/[C:27](OC)=[O:28])=[CH:21][CH:20]=2)=[CH:15][CH:14]=1.